From a dataset of NCI-60 drug combinations with 297,098 pairs across 59 cell lines. Regression. Given two drug SMILES strings and cell line genomic features, predict the synergy score measuring deviation from expected non-interaction effect. (1) Drug 1: C1CC(=O)NC(=O)C1N2CC3=C(C2=O)C=CC=C3N. Drug 2: C1=NC2=C(N1)C(=S)N=C(N2)N. Cell line: NCI-H322M. Synergy scores: CSS=12.5, Synergy_ZIP=-6.77, Synergy_Bliss=1.21, Synergy_Loewe=-20.1, Synergy_HSA=-1.12. (2) Drug 1: CN(CCCl)CCCl.Cl. Drug 2: C1=NNC2=C1C(=O)NC=N2. Cell line: RPMI-8226. Synergy scores: CSS=38.3, Synergy_ZIP=2.85, Synergy_Bliss=4.42, Synergy_Loewe=-25.6, Synergy_HSA=3.94. (3) Drug 1: CC1=C2C(C(=O)C3(C(CC4C(C3C(C(C2(C)C)(CC1OC(=O)C(C(C5=CC=CC=C5)NC(=O)C6=CC=CC=C6)O)O)OC(=O)C7=CC=CC=C7)(CO4)OC(=O)C)O)C)OC(=O)C. Drug 2: C1=NC(=NC(=O)N1C2C(C(C(O2)CO)O)O)N. Cell line: EKVX. Synergy scores: CSS=1.03, Synergy_ZIP=-3.51, Synergy_Bliss=-4.07, Synergy_Loewe=-3.02, Synergy_HSA=-2.59. (4) Drug 1: CCCCCOC(=O)NC1=NC(=O)N(C=C1F)C2C(C(C(O2)C)O)O. Drug 2: CCC1(C2=C(COC1=O)C(=O)N3CC4=CC5=C(C=CC(=C5CN(C)C)O)N=C4C3=C2)O.Cl. Cell line: SN12C. Synergy scores: CSS=32.6, Synergy_ZIP=-0.364, Synergy_Bliss=-3.31, Synergy_Loewe=-48.6, Synergy_HSA=-5.05.